Dataset: Full USPTO retrosynthesis dataset with 1.9M reactions from patents (1976-2016). Task: Predict the reactants needed to synthesize the given product. Given the product [C:8]([C:10]1[S:11][C:12]2[CH2:13][N:14]([CH3:19])[CH2:15][CH2:16][C:17]=2[N:18]=1)#[N:9], predict the reactants needed to synthesize it. The reactants are: C(=O)([O-])O.[Na+].O.Cl.[C:8]([C:10]1[S:11][C:12]2[CH2:13][N:14]([CH3:19])[CH2:15][CH2:16][C:17]=2[N:18]=1)#[N:9].